Dataset: Full USPTO retrosynthesis dataset with 1.9M reactions from patents (1976-2016). Task: Predict the reactants needed to synthesize the given product. (1) The reactants are: [CH3:1][S:2]([N:5]1[CH2:10][CH:9]([CH3:11])[NH:8][CH:7]([CH3:12])[CH2:6]1)(=[O:4])=[O:3].Br[CH2:14][C:15]1[S:23][C:22]2[C:21]([N:24]3[CH2:29][CH2:28][O:27][CH2:26][CH2:25]3)=[N:20][C:19]([Cl:30])=[N:18][C:17]=2[C:16]=1[CH3:31].C(=O)([O-])[O-].[K+].[K+]. Given the product [Cl:30][C:19]1[N:20]=[C:21]([N:24]2[CH2:29][CH2:28][O:27][CH2:26][CH2:25]2)[C:22]2[S:23][C:15]([CH2:14][N:8]3[C@H:9]([CH3:11])[CH2:10][N:5]([S:2]([CH3:1])(=[O:3])=[O:4])[CH2:6][C@@H:7]3[CH3:12])=[C:16]([CH3:31])[C:17]=2[N:18]=1, predict the reactants needed to synthesize it. (2) The reactants are: [NH:1]1[CH2:6][CH2:5][O:4][CH2:3][CH2:2]1.[CH3:7][O:8][C:9](=[O:22])[CH2:10][C:11]1[CH:16]=[CH:15][CH:14]=[CH:13][C:12]=1[O:17][CH2:18][CH2:19][CH2:20]Br.C(=O)(O)[O-].[Na+]. Given the product [CH3:7][O:8][C:9](=[O:22])[CH2:10][C:11]1[CH:16]=[CH:15][CH:14]=[CH:13][C:12]=1[O:17][CH2:18][CH2:19][CH2:20][N:1]1[CH2:6][CH2:5][O:4][CH2:3][CH2:2]1, predict the reactants needed to synthesize it. (3) Given the product [F:12][C:13]1[CH:18]=[C:17]([F:19])[C:16]([F:20])=[CH:15][C:14]=1[S:21]([CH:26]1[CH2:30][CH2:29][O:28][C:27]1=[O:31])(=[O:23])=[O:22], predict the reactants needed to synthesize it. The reactants are: S([O-])([O-])=O.[Na+].[Na+].C(=O)(O)[O-].[Na+].[F:12][C:13]1[CH:18]=[C:17]([F:19])[C:16]([F:20])=[CH:15][C:14]=1[S:21](Cl)(=[O:23])=[O:22].Br[CH:26]1[CH2:30][CH2:29][O:28][C:27]1=[O:31].